This data is from Reaction yield outcomes from USPTO patents with 853,638 reactions. The task is: Predict the reaction yield, written as a fraction of the theoretical maximum amount of product (1.0 means a 100% yield; for example, 0.34 means a 34% yield). (1) The reactants are CS(OS(C)(=O)=O)(=O)=O.[CH3:10][O:11][C:12]1[CH:19]=[CH:18][C:15]([CH2:16]O)=[CH:14][C:13]=1[CH3:20].C(N(C(C)C)CC)(C)C.C(OC([N:37]1[CH:41]=[C:40]([CH2:42][C:43]#[N:44])[N:39]=[CH:38]1)=O)(C)(C)C.P([O-])([O-])([O-])=O.[K+].[K+].[K+]. The catalyst is C(Cl)Cl. The product is [CH3:10][O:11][C:12]1[CH:19]=[CH:18][C:15]([CH2:16][N:39]2[C:40]([CH2:42][C:43]#[N:44])=[CH:41][N:37]=[CH:38]2)=[CH:14][C:13]=1[CH3:20]. The yield is 0.410. (2) The reactants are S(O)(O)(=O)=O.[CH3:6][NH:7][NH2:8].C(N(CC)CC)C.[Br:16][C:17]1[CH:26]=[C:25]2[C:20]([C:21](=O)[C:22](=[CH:27][C:28]3[CH:33]=[CH:32][C:31]([O:34][C:35]([F:38])([F:37])[F:36])=[CH:30][CH:29]=3)[CH2:23][O:24]2)=[CH:19][CH:18]=1. The catalyst is C(O)C. The product is [Br:16][C:17]1[CH:18]=[CH:19][C:20]2[C:21]3=[N:8][N:7]([CH3:6])[CH:27]([C:28]4[CH:33]=[CH:32][C:31]([O:34][C:35]([F:38])([F:37])[F:36])=[CH:30][CH:29]=4)[CH:22]3[CH2:23][O:24][C:25]=2[CH:26]=1. The yield is 0.790. (3) The product is [CH3:31][S:32]([N:18]1[CH2:19][CH2:20][CH:15]([N:13]2[CH:14]=[C:10]([B:5]3[O:6][C:7]([CH3:8])([CH3:9])[C:3]([CH3:21])([CH3:2])[O:4]3)[CH:11]=[N:12]2)[CH2:16][CH2:17]1)(=[O:34])=[O:33]. The catalyst is C(Cl)Cl. The reactants are Cl.[CH3:2][C:3]1([CH3:21])[C:7]([CH3:9])([CH3:8])[O:6][B:5]([C:10]2[CH:11]=[N:12][N:13]([CH:15]3[CH2:20][CH2:19][NH:18][CH2:17][CH2:16]3)[CH:14]=2)[O:4]1.CCN(C(C)C)C(C)C.[CH3:31][S:32](Cl)(=[O:34])=[O:33]. The yield is 0.400. (4) The product is [CH3:1][C:2]([CH3:35])([O:4][C:5]([N:7]([C:28]([O:30][C:31]([CH3:34])([CH3:33])[CH3:32])=[O:29])[C:8]1[C:13]([C:14]2[N:18]([C:19]3[CH:24]=[CH:23][CH:22]=[C:21]([F:25])[C:20]=3[F:26])[N:17]=[N:16][N:15]=2)=[CH:12][C:11]([C:37]#[C:36][Si:38]([CH3:41])([CH3:40])[CH3:39])=[CH:10][N:9]=1)=[O:6])[CH3:3]. The reactants are [CH3:1][C:2]([CH3:35])([O:4][C:5]([N:7]([C:28]([O:30][C:31]([CH3:34])([CH3:33])[CH3:32])=[O:29])[C:8]1[C:13]([C:14]2[N:18]([C:19]3[CH:24]=[CH:23][CH:22]=[C:21]([F:25])[C:20]=3[F:26])[N:17]=[N:16][N:15]=2)=[CH:12][C:11](Br)=[CH:10][N:9]=1)=[O:6])[CH3:3].[C:36]([Si:38]([CH3:41])([CH3:40])[CH3:39])#[CH:37]. The catalyst is C(NCC)C.C(Cl)Cl.[Cu]I. The yield is 0.300.